This data is from Reaction yield outcomes from USPTO patents with 853,638 reactions. The task is: Predict the reaction yield, written as a fraction of the theoretical maximum amount of product (1.0 means a 100% yield; for example, 0.34 means a 34% yield). (1) The reactants are Cl[C:2]1[CH:7]=[C:6]([C:8]2[CH:9]=[C:10]([OH:14])[CH:11]=[CH:12][CH:13]=2)[N:5]=[C:4]2[N:15]([CH:18]([CH3:20])[CH3:19])[N:16]=[CH:17][C:3]=12.[NH:21]1[CH2:26][CH2:25][O:24][CH2:23][CH2:22]1. No catalyst specified. The product is [CH:18]([N:15]1[C:4]2=[N:5][C:6]([C:8]3[CH:9]=[C:10]([OH:14])[CH:11]=[CH:12][CH:13]=3)=[CH:7][C:2]([N:21]3[CH2:26][CH2:25][O:24][CH2:23][CH2:22]3)=[C:3]2[CH:17]=[N:16]1)([CH3:20])[CH3:19]. The yield is 1.00. (2) The yield is 0.970. The catalyst is C(Cl)Cl. The product is [NH2:7][C:8]1[C:13]([C:14]2[CH:15]=[N:16][N:17]([CH3:19])[CH:18]=2)=[C:12]([O:20][C:21]2[C:26]([F:27])=[CH:25][C:24]([NH:28][C:29]([C:31]3[C:36](=[O:37])[C:35]([C:38]4[CH:39]=[CH:40][C:41]([F:44])=[CH:42][CH:43]=4)=[CH:34][N:33]([CH3:45])[CH:32]=3)=[O:30])=[C:23]([F:46])[CH:22]=2)[CH:11]=[CH:10][N:9]=1. The reactants are CC(C)(OC([N:7](C(OC(C)(C)C)=O)[C:8]1[C:13]([C:14]2[CH:15]=[N:16][N:17]([CH3:19])[CH:18]=2)=[C:12]([O:20][C:21]2[C:26]([F:27])=[CH:25][C:24]([NH:28][C:29]([C:31]3[C:36](=[O:37])[C:35]([C:38]4[CH:43]=[CH:42][C:41]([F:44])=[CH:40][CH:39]=4)=[CH:34][N:33]([CH3:45])[CH:32]=3)=[O:30])=[C:23]([F:46])[CH:22]=2)[CH:11]=[CH:10][N:9]=1)=O)C.C(O)(C(F)(F)F)=O.